From a dataset of Forward reaction prediction with 1.9M reactions from USPTO patents (1976-2016). Predict the product of the given reaction. (1) The product is: [CH2:37]([NH:40][S:41]([NH:1][C:2]1[CH:3]=[C:4]([CH:25]=[CH:26][CH:27]=1)[O:5][C:6]1[CH:14]=[C:13]([F:15])[CH:12]=[C:11]([NH:16][C:17]2[CH:22]=[CH:21][C:20]([I:23])=[CH:19][C:18]=2[F:24])[C:7]=1[C:8]([NH2:10])=[O:9])(=[O:43])=[O:42])[CH2:38][CH3:39]. Given the reactants [NH2:1][C:2]1[CH:3]=[C:4]([CH:25]=[CH:26][CH:27]=1)[O:5][C:6]1[CH:14]=[C:13]([F:15])[CH:12]=[C:11]([NH:16][C:17]2[CH:22]=[CH:21][C:20]([I:23])=[CH:19][C:18]=2[F:24])[C:7]=1[C:8]([NH2:10])=[O:9].C(N(C(C)C)C(C)C)C.[CH2:37]([NH:40][S:41](Cl)(=[O:43])=[O:42])[CH2:38][CH3:39], predict the reaction product. (2) The product is: [CH2:7]([C:9]([C:27]1[CH:32]=[CH:31][C:30]([O:33][S:37]([C:36]([F:49])([F:48])[F:35])(=[O:39])=[O:38])=[C:29]([CH3:34])[CH:28]=1)([C:12]1[CH:17]=[CH:16][C:15](/[CH:18]=[CH:19]/[C:20]([CH2:21][CH3:22])([OH:23])[CH2:24][CH3:25])=[C:14]([CH3:26])[CH:13]=1)[CH2:10][CH3:11])[CH3:8]. Given the reactants N1C=CC=CC=1.[CH2:7]([C:9]([C:27]1[CH:32]=[CH:31][C:30]([OH:33])=[C:29]([CH3:34])[CH:28]=1)([C:12]1[CH:17]=[CH:16][C:15]([CH:18]=[CH:19][C:20]([CH2:24][CH3:25])([OH:23])[CH2:21][CH3:22])=[C:14]([CH3:26])[CH:13]=1)[CH2:10][CH3:11])[CH3:8].[F:35][C:36]([F:49])([F:48])[S:37](O[S:37]([C:36]([F:49])([F:48])[F:35])(=[O:39])=[O:38])(=[O:39])=[O:38].[Cl-].[NH4+], predict the reaction product.